Dataset: Experimentally validated miRNA-target interactions with 360,000+ pairs, plus equal number of negative samples. Task: Binary Classification. Given a miRNA mature sequence and a target amino acid sequence, predict their likelihood of interaction. (1) The miRNA is hsa-miR-890 with sequence UACUUGGAAAGGCAUCAGUUG. The protein sequence of the target gene is MVIAGASWMLGRAAASPTQTPPTTSTIRVARRSRVALVAMVIAAAGSGGPGRAEPQLSQPSLDCGRMRSSLTPLGPPVSRDRVIASFPKWYTPEACLQLREHFHGQVSAACQRRNTGTVGLKLSKVVVVGDLYVGKTSLIHRFCKNVFDRDYKATIGVDFEIERFEIAGIPYSLQIWDTAGQEKFKCIASAYYRGAQVIITAFDLTDVQTLEHTRQWLEDALRENEAGSCFIFLVGTKKDLLSGAACEQAEADAVHLAREMQAEYWSVSAKTGENVKAFFSRVAALAFEQSVLQDLERQS.... Result: 1 (interaction). (2) The miRNA is hsa-miR-519d-3p with sequence CAAAGUGCCUCCCUUUAGAGUG. The protein sequence of the target gene is MSLSRSEEMHRLTENVYKTIMEQFNPSLRNFIAMGKNYEKALAGVTFAAKGYFDALVKMGELASESQGSKELGDVLFQMAEVHRQIQNQLEETLKSFHNELLTQLEQKVELDSRYLSAALKKYQTEQRSKGDALDKCQAELKKLRKKSQGSKNPQKYSDKELQYIDAISNKQGELENYVSDGYKTALTEERRRFCFLVEKQCAVAKNSAAYHSKGKELLAQKLPLWQQACADPNKIPDRAVQLMQQMANSNGSILPSALSASKSNLVISDPIPGAKPLPVPPELAPFVGRMSAQENVPVM.... Result: 0 (no interaction). (3) The miRNA is hsa-miR-6088 with sequence AGAGAUGAAGCGGGGGGGCG. The protein sequence of the target gene is MNNLLCCALVFLDISIKWTTQETFPPKYLHYDEETSHQLLCDKCPPGTYLKQHCTAKWKTVCAPCPDHYYTDSWHTSDECLYCSPVCKELQYVKQECNRTHNRVCECKEGRYLEIEFCLKHRSCPPGFGVVQAGTPERNTVCKRCPDGFFSNETSSKAPCRKHTNCSVFGLLLTQKGNATHDNICSGNSESTQKCGIDVTLCEEAFFRFAVPTKFTPNWLSVLVDNLPGTKVNAESVERIKRQHSSQEQTFQLLKLWKHQNKDQDIVKKIIQDIDLCENSVQRHIGHANLTFEQLRSLME.... Result: 0 (no interaction). (4) Result: 0 (no interaction). The miRNA is hsa-miR-4729 with sequence UCAUUUAUCUGUUGGGAAGCUA. The protein sequence of the target gene is MLEQRCRGPTAMGPAQPWLFSGPSQESSQPDRGLRYQGKSAQPRGQTPGKVHRCAHCRKRFPGWVALWLHARRCQARLPLPCHECNQRFRHAPFLALHLQVHASAVPDLGFICHLCGHSFRGWVALVLHLRAHSASKRPITCPECDRRFWRQKQLRAHLRRCQPPVPEARPFICGNCGRSFAQWDQLVVHKRVHVAEALEEAAAKALGPRPRGRPAAPRPGGDAVDRPFQCACCGKRFRHKPNLIAHRRVHTGERPHQCPECGKRFTNKPYLTSHRRIHTGEKPYPCTECGRRFRHKPNL.... (5) Result: 0 (no interaction). The protein sequence of the target gene is MTSPSSDEDIIDIRVIKEEPESEPDSEAEPATTTNSTDSEDSVEQENKKLLETEKNRKREQKHKMLPNGTTSGTSDTGNQVPATSSAASSVDYTAMNAQDYLPTYSNTTLNYQPYQYQTAANGLLNYNNYSQYATANQLGSNYISPANFMQGGGISPLGFTTGTTGATTAAASVATSSASAVIGRSNGRSSSTVAASPADRSYSGVSGGQGQELTIQEFETVTEKIRRHGTYGQSKPPYSYISLITMAIQKSNSRQLTLSEIYNWIMDLFPYYQNNQQRWQNSIRHSLSFNDCFVKVARS.... The miRNA is rno-miR-27b-3p with sequence UUCACAGUGGCUAAGUUCUGC.